From a dataset of Full USPTO retrosynthesis dataset with 1.9M reactions from patents (1976-2016). Predict the reactants needed to synthesize the given product. (1) Given the product [Br:12][CH2:13][CH2:14][CH2:15][O:1][C:2]1[CH:7]=[CH:6][C:5]([S:8]([NH2:11])(=[O:9])=[O:10])=[CH:4][CH:3]=1, predict the reactants needed to synthesize it. The reactants are: [OH:1][C:2]1[CH:7]=[CH:6][C:5]([S:8]([NH2:11])(=[O:10])=[O:9])=[CH:4][CH:3]=1.[Br:12][CH2:13][CH2:14][CH2:15]Br.C(=O)([O-])[O-].[K+].[K+]. (2) Given the product [F:25][C:2]([F:24])([F:1])[C:3]1[CH:4]=[C:5]([C:20]([F:23])([F:22])[F:21])[C:6]2[CH:7]=[CH:8][C:9]3[N:10]([CH:13]=[C:14]([C:16]4[O:17][CH:26]=[N:19][N:18]=4)[N:15]=3)[C:11]=2[N:12]=1, predict the reactants needed to synthesize it. The reactants are: [F:1][C:2]([F:25])([F:24])[C:3]1[CH:4]=[C:5]([C:20]([F:23])([F:22])[F:21])[C:6]2[CH:7]=[CH:8][C:9]3[N:10]([CH:13]=[C:14]([C:16]([NH:18][NH2:19])=[O:17])[N:15]=3)[C:11]=2[N:12]=1.[CH3:26]C1C=CC(S(O)(=O)=O)=CC=1.COC(OC)OC. (3) The reactants are: [C:1]([C:5]1[CH:10]=[CH:9][C:8]([OH:11])=[C:7]([N+:12]([O-:14])=[O:13])[CH:6]=1)([CH3:4])([CH3:3])[CH3:2].C1(=O)O[CH2:18][CH2:17][O:16]1. Given the product [C:1]([C:5]1[CH:10]=[CH:9][C:8]([O:11][CH2:18][CH2:17][OH:16])=[C:7]([N+:12]([O-:14])=[O:13])[CH:6]=1)([CH3:4])([CH3:2])[CH3:3], predict the reactants needed to synthesize it. (4) The reactants are: [F:1][C:2]1[CH:7]=[CH:6][C:5]([C:8]2[C:20]([C:21](=O)[CH:22]=[CH:23]N(C)C)=[C:11]3[CH:12]=[CH:13][C:14]([C:16]([F:19])([F:18])[F:17])=[CH:15][N:10]3[N:9]=2)=[CH:4][CH:3]=1.S(O)(O)(=O)=O.[CH3:33][N:34]1[CH2:39][CH2:38][N:37]([CH2:40][CH2:41][CH2:42][NH:43][C:44]([NH2:46])=[NH:45])[CH2:36][CH2:35]1.C([O-])([O-])=O.[K+].[K+]. Given the product [F:1][C:2]1[CH:3]=[CH:4][C:5]([C:8]2[C:20]([C:21]3[CH:22]=[CH:23][N:46]=[C:44]([NH:43][CH2:42][CH2:41][CH2:40][N:37]4[CH2:36][CH2:35][N:34]([CH3:33])[CH2:39][CH2:38]4)[N:45]=3)=[C:11]3[CH:12]=[CH:13][C:14]([C:16]([F:17])([F:19])[F:18])=[CH:15][N:10]3[N:9]=2)=[CH:6][CH:7]=1, predict the reactants needed to synthesize it. (5) Given the product [CH3:25][S:26]([NH:29][C:16](=[O:17])[C@H:15]([C:12]1[CH:13]=[CH:14][C:9]([NH:8][C:5]2[S:6][CH:7]=[C:3]([C:2]([F:21])([F:20])[F:1])[N:4]=2)=[CH:10][CH:11]=1)[CH3:19])(=[O:28])=[O:27], predict the reactants needed to synthesize it. The reactants are: [F:1][C:2]([F:21])([F:20])[C:3]1[N:4]=[C:5]([NH:8][C:9]2[CH:14]=[CH:13][C:12]([C@H:15]([CH3:19])[C:16](O)=[O:17])=[CH:11][CH:10]=2)[S:6][CH:7]=1.C(Cl)Cl.[CH3:25][S:26]([NH2:29])(=[O:28])=[O:27].